This data is from Full USPTO retrosynthesis dataset with 1.9M reactions from patents (1976-2016). The task is: Predict the reactants needed to synthesize the given product. (1) Given the product [CH3:19][N:20]1[C:24]([C:2]2[CH:7]=[CH:6][N:5]3[CH:8]=[CH:9][N:10]=[C:4]3[CH:3]=2)=[CH:23][CH:22]=[N:21]1, predict the reactants needed to synthesize it. The reactants are: Br[C:2]1[CH:7]=[CH:6][N:5]2[CH:8]=[CH:9][N:10]=[C:4]2[CH:3]=1.BrC1C=CN=C(N)C=1.[CH3:19][N:20]1[C:24](B2OC(C)(C)C(C)(C)O2)=[CH:23][CH:22]=[N:21]1.C(=O)([O-])[O-].[K+].[K+]. (2) The reactants are: [Si:1]([O:8][CH2:9][CH2:10][C@H:11]([NH:25][C:26]([N:28]([CH2:30][CH2:31][CH2:32][CH2:33]C=C)[CH3:29])=[O:27])[C:12]([NH:14][C@:15]1([C:20]([O:22][CH2:23][CH3:24])=[O:21])[CH2:17][C@H:16]1[CH:18]=[CH2:19])=[O:13])([C:4]([CH3:7])([CH3:6])[CH3:5])([CH3:3])[CH3:2]. Given the product [Si:1]([O:8][CH2:9][CH2:10][C@@H:11]1[NH:25][C:26](=[O:27])[N:28]([CH3:29])[CH2:30][CH2:31][CH2:32][CH2:33][CH:19]=[CH:18][C@H:16]2[C@@:15]([C:20]([O:22][CH2:23][CH3:24])=[O:21])([CH2:17]2)[NH:14][C:12]1=[O:13])([C:4]([CH3:5])([CH3:7])[CH3:6])([CH3:3])[CH3:2], predict the reactants needed to synthesize it. (3) Given the product [F:7][C:8]1[C:16]([F:17])=[CH:15][CH:14]=[C:10]([CH2:11][OH:12])[C:9]=1[OH:18], predict the reactants needed to synthesize it. The reactants are: [H-].[H-].[H-].[H-].[Li+].[Al+3].[F:7][C:8]1[C:9]([OH:18])=[C:10]([CH:14]=[CH:15][C:16]=1[F:17])[C:11](O)=[O:12]. (4) Given the product [Cl:1][C:2]1[CH:3]=[C:4]([NH:9][C:10]2[C:19]3[C:14](=[CH:15][C:16]([O:32][CH2:33][CH3:34])=[C:17]([NH:20][C:21](=[O:31])/[CH:22]=[CH:58]/[C@@H:54]4[CH2:55][CH2:56][CH2:57][N:53]4[CH3:52])[CH:18]=3)[N:13]=[CH:12][N:11]=2)[CH:5]=[CH:6][C:7]=1[F:8].[CH3:21][N:20]1[CH2:10][CH2:19][CH2:18][C@H:17]1[CH:16]=[CH:15][C:14]([NH2:13])=[O:59], predict the reactants needed to synthesize it. The reactants are: [Cl:1][C:2]1[CH:3]=[C:4]([NH:9][C:10]2[C:19]3[C:14](=[CH:15][C:16]([O:32][CH2:33][CH3:34])=[C:17]([NH:20][C:21](=[O:31])[CH2:22]P(OCC)(OCC)=O)[CH:18]=3)[N:13]=[CH:12][N:11]=2)[CH:5]=[CH:6][C:7]=1[F:8].C[Si]([N-][Si](C)(C)C)(C)C.[Li+].C1(C)C=CC=CC=1.[CH3:52][N:53]1[CH2:57][CH2:56][CH2:55][C@H:54]1[CH:58]=[O:59]. (5) Given the product [F:58][C:59]([F:64])([F:63])[C:60]([O-:62])=[O:61].[F:8][C:6]1[CH:5]=[C:4]([CH2:9][C@H:10]([NH3+:47])[C:11](=[O:46])[NH:12][C@H:13]2[CH2:38][O:37][C:36](=[O:39])[C@H:35]3[N:31]([CH2:32][C@H:33]([CH3:40])[CH2:34]3)[C:30](=[O:41])[C@H:29]([CH3:42])[NH:28][C:27](=[O:43])[C@H:26]3[N:21]([CH2:22][CH2:23][CH2:24][CH2:25]3)[C:20](=[O:44])[C@H:19]3[N:15]([CH2:16][CH2:17][CH2:18]3)[C:14]2=[O:45])[CH:3]=[C:2]([F:1])[CH:7]=1, predict the reactants needed to synthesize it. The reactants are: [F:1][C:2]1[CH:3]=[C:4]([CH2:9][C@H:10]([NH:47]C(=O)OC(C)(C)C)[C:11](=[O:46])[NH:12][C@H:13]2[CH2:38][O:37][C:36](=[O:39])[C@H:35]3[N:31]([CH2:32][C@H:33]([CH3:40])[CH2:34]3)[C:30](=[O:41])[C@H:29]([CH3:42])[NH:28][C:27](=[O:43])[C@H:26]3[N:21]([CH2:22][CH2:23][CH2:24][CH2:25]3)[C:20](=[O:44])[C@H:19]3[N:15]([CH2:16][CH2:17][CH2:18]3)[C:14]2=[O:45])[CH:5]=[C:6]([F:8])[CH:7]=1.ClCCl.[F:58][C:59]([F:64])([F:63])[C:60]([OH:62])=[O:61]. (6) Given the product [NH2:7][C:8]1[CH:9]=[CH:10][C:11]([C:14]([N:16]2[CH2:22][C:21]3([CH3:24])[CH2:23][CH:17]2[CH2:18][C:19]([CH3:26])([CH3:25])[CH2:20]3)=[O:15])=[CH:12][CH:13]=1, predict the reactants needed to synthesize it. The reactants are: C(OC(=O)[NH:7][C:8]1[CH:13]=[CH:12][C:11]([C:14]([N:16]2[CH2:22][C:21]3([CH3:24])[CH2:23][CH:17]2[CH2:18][C:19]([CH3:26])([CH3:25])[CH2:20]3)=[O:15])=[CH:10][CH:9]=1)(C)(C)C.C(O)(C(F)(F)F)=O. (7) Given the product [NH2:19][C:6]1[C:7]([CH2:9][S:10]([C:13]2[CH:14]=[CH:15][CH:16]=[CH:17][CH:18]=2)(=[O:12])=[O:11])=[N:8][C:3]([O:2][CH3:1])=[CH:4][CH:5]=1, predict the reactants needed to synthesize it. The reactants are: [CH3:1][O:2][C:3]1[N:8]=[C:7]([CH2:9][S:10]([C:13]2[CH:18]=[CH:17][CH:16]=[CH:15][CH:14]=2)(=[O:12])=[O:11])[C:6]([N+:19]([O-])=O)=[CH:5][CH:4]=1.[Sn]. (8) Given the product [Br:14][C:7]1[CH:6]=[C:5]2[C:10]([CH:11]=[C:2]([NH2:1])[N:3]=[CH:4]2)=[CH:9][CH:8]=1, predict the reactants needed to synthesize it. The reactants are: [NH2:1][C:2]1[N:3]=[CH:4][C:5]2[C:10]([C:11]=1C#N)=[CH:9][CH:8]=[C:7]([Br:14])[CH:6]=2.OS(O)(=O)=O.[OH-].[Na+]. (9) Given the product [F:20][C:2]([F:1])([F:19])[C:3]1[CH:4]=[CH:5][C:6]([CH:9]2[C:18]3[C:13](=[CH:14][CH:15]=[CH:16][CH:17]=3)[CH2:12][CH2:11][N:10]2[C:35]([NH2:36])=[O:34])=[CH:7][CH:8]=1, predict the reactants needed to synthesize it. The reactants are: [F:1][C:2]([F:20])([F:19])[C:3]1[CH:8]=[CH:7][C:6]([CH:9]2[C:18]3[C:13](=[CH:14][CH:15]=[CH:16][CH:17]=3)[CH2:12][CH2:11][NH:10]2)=[CH:5][CH:4]=1.N1C=CC=CC=1.C(N(CC)CC)C.[O-:34][C:35]#[N:36].[K+].C(O)(=O)C. (10) Given the product [CH2:1]([O:3][C:4]([N:6]1[CH2:7][CH2:8][N:9]([C:42]([C:39]2[CH:40]=[CH:41][C:36]([N:27]3[N:26]=[C:25]([C:18]4[CH:19]=[CH:20][C:21]([O:22][CH2:23][CH3:24])=[C:16]([O:15][CH2:13][CH3:14])[CH:17]=4)[C@@H:34]4[C@@H:29]([CH2:30][CH:31]=[CH:32][CH2:33]4)[C:28]3=[O:35])=[CH:37][CH:38]=2)=[O:43])[CH2:10][CH2:11]1)=[O:5])[CH3:2], predict the reactants needed to synthesize it. The reactants are: [CH2:1]([O:3][C:4]([N:6]1[CH2:11][CH2:10][NH:9][CH2:8][CH2:7]1)=[O:5])[CH3:2].Cl.[CH2:13]([O:15][C:16]1[CH:17]=[C:18]([C:25]2[C@@H:34]3[C@@H:29]([CH2:30][CH:31]=[CH:32][CH2:33]3)[C:28](=[O:35])[N:27]([C:36]3[CH:41]=[CH:40][C:39]([C:42](N4CCN(C5C=CC=CC=5)CC4)=[O:43])=[CH:38][CH:37]=3)[N:26]=2)[CH:19]=[CH:20][C:21]=1[O:22][CH2:23][CH3:24])[CH3:14].